This data is from Full USPTO retrosynthesis dataset with 1.9M reactions from patents (1976-2016). The task is: Predict the reactants needed to synthesize the given product. (1) Given the product [CH2:34]([O:41][C:42]1[C:47]([CH2:48][N:49]2[C:50](=[O:62])[C:51]3[C:52]([CH3:61])=[C:53]([O:58][CH2:59][CH3:60])[CH:54]=[CH:55][C:56]=3[O:65][CH2:64][CH2:63]2)=[C:46]([CH3:66])[CH:45]=[C:44]([CH3:67])[N:43]=1)[C:35]1[CH:36]=[CH:37][CH:38]=[CH:39][CH:40]=1, predict the reactants needed to synthesize it. The reactants are: C1(P(C2C=CC=CC=2)C2C=CC=CC=2)C=CC=CC=1.N(C(OC(C)C)=O)=NC(OC(C)C)=O.[CH2:34]([O:41][C:42]1[C:47]([CH2:48][N:49]([CH2:63][CH2:64][OH:65])[C:50](=[O:62])[C:51]2[C:56](O)=[CH:55][CH:54]=[C:53]([O:58][CH2:59][CH3:60])[C:52]=2[CH3:61])=[C:46]([CH3:66])[CH:45]=[C:44]([CH3:67])[N:43]=1)[C:35]1[CH:40]=[CH:39][CH:38]=[CH:37][CH:36]=1. (2) Given the product [N:1]1[CH:5]=[C:4]([CH2:6][N:7]([CH:13]([CH3:14])[CH3:12])[C:8]2[CH:10]=[C:31]([CH2:30][OH:29])[CH:32]=[CH:33][CH:9]=2)[NH:3][CH:2]=1, predict the reactants needed to synthesize it. The reactants are: [N:1]1[CH:5]=[C:4]([CH2:6][NH:7][CH:8]([CH3:10])[CH3:9])[NH:3][CH:2]=1.[F-].[CH2:12]([N+](CCCC)(CCCC)CCCC)[CH2:13][CH2:14]C.[O:29]1[CH2:33][CH2:32][CH2:31][CH2:30]1. (3) Given the product [CH3:23][N:25]([CH3:26])[CH2:7][CH2:8][C:9]1[CH2:18][CH2:17][C:16]2[CH:15]=[C:14]([NH:19][C:20](=[O:22])[CH3:21])[CH:13]=[CH:12][C:11]=2[CH:10]=1, predict the reactants needed to synthesize it. The reactants are: CS(Cl)(=O)=O.O[CH2:7][CH2:8][C:9]1[CH2:18][CH2:17][C:16]2[CH:15]=[C:14]([NH:19][C:20](=[O:22])[CH3:21])[CH:13]=[CH:12][C:11]=2[CH:10]=1.[CH2:23]([N:25](CC)[CH2:26]C)C.CNC. (4) Given the product [Cl:1][CH2:2][C:3]([N:12]([C:13]1[CH:14]=[CH:15][CH:16]=[CH:17][CH:18]=1)[C:6]1[CH:11]=[CH:10][CH:9]=[CH:8][CH:7]=1)=[O:4], predict the reactants needed to synthesize it. The reactants are: [Cl:1][CH2:2][C:3](Cl)=[O:4].[C:6]1([NH:12][C:13]2[CH:18]=[CH:17][CH:16]=[CH:15][CH:14]=2)[CH:11]=[CH:10][CH:9]=[CH:8][CH:7]=1.C(N(CC)CC)C. (5) Given the product [CH3:34][O:3][C@:4]1([C:22]2[CH:31]=[CH:30][C:29]3[C:24](=[CH:25][C:26]([CH:32]=[CH2:33])=[CH:27][CH:28]=3)[CH:23]=2)[CH2:8][N:7]([C:9]([O:11][CH2:12][CH2:13][Si:14]([CH3:17])([CH3:16])[CH3:15])=[O:10])[C@H:6]([C:18]([O:20][CH3:21])=[O:19])[CH2:5]1, predict the reactants needed to synthesize it. The reactants are: [H-].[Na+].[OH:3][C@:4]1([C:22]2[CH:31]=[CH:30][C:29]3[C:24](=[CH:25][C:26]([CH:32]=[CH2:33])=[CH:27][CH:28]=3)[CH:23]=2)[CH2:8][N:7]([C:9]([O:11][CH2:12][CH2:13][Si:14]([CH3:17])([CH3:16])[CH3:15])=[O:10])[C@H:6]([C:18]([O:20][CH3:21])=[O:19])[CH2:5]1.[CH3:34]I. (6) Given the product [Br:25][C:26]1[CH:31]=[C:30]([C:2]2[N:7]=[C:6]([C:8]3[CH:13]=[CH:12][C:11]([C:14]([F:17])([F:16])[F:15])=[C:10]([O:18][CH2:19][CH3:20])[CH:9]=3)[CH:5]=[C:4]([C:21]([F:24])([F:23])[F:22])[N:3]=2)[CH:29]=[CH:28][CH:27]=1, predict the reactants needed to synthesize it. The reactants are: Cl[C:2]1[N:7]=[C:6]([C:8]2[CH:13]=[CH:12][C:11]([C:14]([F:17])([F:16])[F:15])=[C:10]([O:18][CH2:19][CH3:20])[CH:9]=2)[CH:5]=[C:4]([C:21]([F:24])([F:23])[F:22])[N:3]=1.[Br:25][C:26]1[CH:27]=[C:28](B(O)O)[CH:29]=[CH:30][CH:31]=1. (7) Given the product [Br:11][C:7]1[C:6]([F:10])=[C:3]([C:2]([F:1])=[CH:9][CH:8]=1)[C:4]#[N:5], predict the reactants needed to synthesize it. The reactants are: [F:1][C:2]1[CH:9]=[CH:8][CH:7]=[C:6]([F:10])[C:3]=1[C:4]#[N:5].[Br:11]N1C(=O)CCC1=O. (8) The reactants are: [N:1]1([C:6]2[N:11]=[CH:10][C:9]([NH:12][C:13](=[O:21])OC3C=CC=CC=3)=[CH:8][CH:7]=2)[CH2:5][CH2:4][CH2:3][CH2:2]1.[C:22]([C:26]1[CH:30]=[C:29]([CH2:31][NH2:32])[N:28]([C:33]2[CH:38]=[CH:37][CH:36]=[C:35]([Cl:39])[CH:34]=2)[N:27]=1)([CH3:25])([CH3:24])[CH3:23].C(N(CC)CC)C. Given the product [C:22]([C:26]1[CH:30]=[C:29]([CH2:31][NH:32][C:13]([NH:12][C:9]2[CH:10]=[N:11][C:6]([N:1]3[CH2:2][CH2:3][CH2:4][CH2:5]3)=[CH:7][CH:8]=2)=[O:21])[N:28]([C:33]2[CH:38]=[CH:37][CH:36]=[C:35]([Cl:39])[CH:34]=2)[N:27]=1)([CH3:25])([CH3:23])[CH3:24], predict the reactants needed to synthesize it.